Dataset: Forward reaction prediction with 1.9M reactions from USPTO patents (1976-2016). Task: Predict the product of the given reaction. (1) Given the reactants [CH3:1][O:2][C:3](=[O:24])[C:4]([CH3:23])([C@H:6]1[CH2:11][CH2:10][C@H:9](OS(C2C=CC(C)=CC=2)(=O)=O)[CH2:8][CH2:7]1)[CH3:5].[CH3:25][NH:26][CH3:27], predict the reaction product. The product is: [CH3:1][O:2][C:3](=[O:24])[C:4]([C@H:6]1[CH2:11][CH2:10][C@@H:9]([N:26]([CH3:27])[CH3:25])[CH2:8][CH2:7]1)([CH3:23])[CH3:5]. (2) Given the reactants Br[C:2]1[CH:3]=[CH:4][C:5]2[O:10][CH2:9][C:8](=[O:11])[NH:7][C:6]=2[C:12]=1[O:13][C:14]1[CH:19]=[CH:18][CH:17]=[CH:16][CH:15]=1.[CH3:20][N:21]1[CH:26]=[C:25](B2OC(C)(C)C(C)(C)O2)[C:24]2[CH:36]=[CH:37][N:38]([S:39]([C:42]3[CH:47]=[CH:46][C:45]([CH3:48])=[CH:44][CH:43]=3)(=[O:41])=[O:40])[C:23]=2[C:22]1=[O:49], predict the reaction product. The product is: [CH3:20][N:21]1[CH:26]=[C:25]([C:2]2[CH:3]=[CH:4][C:5]3[O:10][CH2:9][C:8](=[O:11])[NH:7][C:6]=3[C:12]=2[O:13][C:14]2[CH:19]=[CH:18][CH:17]=[CH:16][CH:15]=2)[C:24]2[CH:36]=[CH:37][N:38]([S:39]([C:42]3[CH:47]=[CH:46][C:45]([CH3:48])=[CH:44][CH:43]=3)(=[O:41])=[O:40])[C:23]=2[C:22]1=[O:49].